From a dataset of Reaction yield outcomes from USPTO patents with 853,638 reactions. Predict the reaction yield, written as a fraction of the theoretical maximum amount of product (1.0 means a 100% yield; for example, 0.34 means a 34% yield). The reactants are CC1(C)[O:7][CH2:6][CH:5]([N:8]2[C:13](=[O:14])[CH:12]=[N:11][C:10]3[CH:15]=[CH:16][C:17]([O:19][CH3:20])=[N:18][C:9]2=3)[CH2:4][O:3]1.Cl. The catalyst is O1CCCC1. The product is [OH:3][CH2:4][CH:5]([N:8]1[C:13](=[O:14])[CH:12]=[N:11][C:10]2[CH:15]=[CH:16][C:17]([O:19][CH3:20])=[N:18][C:9]1=2)[CH2:6][OH:7]. The yield is 0.910.